Dataset: Forward reaction prediction with 1.9M reactions from USPTO patents (1976-2016). Task: Predict the product of the given reaction. Given the reactants [Cl:1][C:2]1[CH:7]=[CH:6][C:5]([CH:8]([NH:10][C:11](=[O:26])[CH2:12][N:13]2[C:21]3[CH2:20][CH2:19][NH:18][CH2:17][C:16]=3[C:15]([C:22]([F:25])([F:24])[F:23])=[N:14]2)[CH3:9])=[CH:4][CH:3]=1.C=O.[C:29](=O)([O-])[O-].[Na+].[Na+], predict the reaction product. The product is: [Cl:1][C:2]1[CH:7]=[CH:6][C:5]([CH:8]([NH:10][C:11](=[O:26])[CH2:12][N:13]2[C:21]3[CH2:20][CH2:19][N:18]([CH3:29])[CH2:17][C:16]=3[C:15]([C:22]([F:24])([F:25])[F:23])=[N:14]2)[CH3:9])=[CH:4][CH:3]=1.